From a dataset of Aqueous solubility values for 9,982 compounds from the AqSolDB database. Regression/Classification. Given a drug SMILES string, predict its absorption, distribution, metabolism, or excretion properties. Task type varies by dataset: regression for continuous measurements (e.g., permeability, clearance, half-life) or binary classification for categorical outcomes (e.g., BBB penetration, CYP inhibition). For this dataset (solubility_aqsoldb), we predict Y. The compound is Clc1cc(-c2ccccc2)c(Cl)c(Cl)c1Cl. The Y is -7.16 log mol/L.